From a dataset of Full USPTO retrosynthesis dataset with 1.9M reactions from patents (1976-2016). Predict the reactants needed to synthesize the given product. (1) Given the product [F:1][C:2]1[CH:3]=[CH:4][C:5]([CH:8]([OH:12])[CH2:9][N:10]([CH3:11])[S:24]([C:15]2[C:16]3[CH2:22][CH2:21][CH2:20][C:19](=[O:23])[C:17]=3[S:18][C:14]=2[Br:13])(=[O:26])=[O:25])=[CH:6][CH:7]=1, predict the reactants needed to synthesize it. The reactants are: [F:1][C:2]1[CH:7]=[CH:6][C:5]([CH:8]([OH:12])[CH2:9][NH:10][CH3:11])=[CH:4][CH:3]=1.[Br:13][C:14]1[S:18][C:17]2[C:19](=[O:23])[CH2:20][CH2:21][CH2:22][C:16]=2[C:15]=1[S:24](Cl)(=[O:26])=[O:25]. (2) Given the product [Br:1][CH2:2][CH2:3][NH:5][C:6]1[CH:10]=[CH:9][O:8][N:7]=1, predict the reactants needed to synthesize it. The reactants are: [Br:1][CH2:2][C:3]([NH:5][C:6]1[CH:10]=[CH:9][O:8][N:7]=1)=O.B.C1COCC1. (3) Given the product [CH:1]([N:4]1[CH:8]=[C:7]([C:9]2[C:10]([NH2:25])=[N:11][CH:12]=[C:13]([C:15]3[CH:16]=[C:17]4[C:21](=[CH:22][CH:23]=3)[N:20]([CH3:24])[CH2:19][CH2:18]4)[CH:14]=2)[N:6]=[N:5]1)([CH3:3])[CH3:2], predict the reactants needed to synthesize it. The reactants are: [CH:1]([N:4]1[CH:8]=[C:7]([C:9]2[C:10]([NH2:25])=[N:11][CH:12]=[C:13]([C:15]3[CH:16]=[C:17]4[C:21](=[CH:22][CH:23]=3)[N:20]([CH3:24])[CH:19]=[CH:18]4)[CH:14]=2)[N:6]=[N:5]1)([CH3:3])[CH3:2].C([SiH](CC)CC)C.C([O-])(O)=O.[Na+].